From a dataset of Catalyst prediction with 721,799 reactions and 888 catalyst types from USPTO. Predict which catalyst facilitates the given reaction. (1) Reactant: [OH:1][CH:2]1[C:7]([C:8]2[C:13]([O:14][CH3:15])=[CH:12][C:11]([O:16][CH3:17])=[CH:10][C:9]=2[O:18][CH3:19])=[CH:6][CH2:5][N:4]([CH3:20])[CH2:3]1.C(N(CC)CC)C.Cl[C:29]([O:31][CH3:32])=[O:30].O. Product: [CH3:32][O:31][C:29]([O:1][CH:2]1[C:7]([C:8]2[C:13]([O:14][CH3:15])=[CH:12][C:11]([O:16][CH3:17])=[CH:10][C:9]=2[O:18][CH3:19])=[CH:6][CH2:5][N:4]([CH3:20])[CH2:3]1)=[O:30]. The catalyst class is: 7. (2) Reactant: [O:1]=[C:2]1[C:11]2[C:6](=[CH:7][CH:8]=[C:9]([C:12](O)=O)[CH:10]=2)[NH:5][C:4]([C:15]2[CH:20]=[CH:19][CH:18]=[CH:17][CH:16]=2)=[CH:3]1.CN(C(ON1N=NC2C=CC=NC1=2)=[N+](C)C)C.F[P-](F)(F)(F)(F)F.C(N(C(C)C)CC)(C)C.[CH2:54]([O:56][C:57](=[O:72])[C:58]1[CH:63]=[CH:62][C:61]([NH:64][CH:65]2[CH2:70][CH2:69][CH2:68][CH2:67][CH2:66]2)=[C:60]([NH2:71])[CH:59]=1)[CH3:55]. Product: [CH2:54]([O:56][C:57]([C:58]1[CH:63]=[CH:62][C:61]2[N:64]([CH:65]3[CH2:66][CH2:67][CH2:68][CH2:69][CH2:70]3)[C:12]([C:9]3[CH:10]=[C:11]4[C:6](=[CH:7][CH:8]=3)[NH:5][C:4]([C:15]3[CH:16]=[CH:17][CH:18]=[CH:19][CH:20]=3)=[CH:3][C:2]4=[O:1])=[N:71][C:60]=2[CH:59]=1)=[O:72])[CH3:55]. The catalyst class is: 3. (3) The catalyst class is: 12. Reactant: [CH3:1][N:2]1[CH2:7][CH:6]2[CH2:8][CH2:9][C:3]1(C(C1C=CC=CC=1)N)[CH2:4][CH2:5]2.C(=O)(O)[O-].[Na+].O.[C:35]([O:34][C:32](O[C:32]([O:34][C:35]([CH3:38])([CH3:37])[CH3:36])=[O:33])=[O:33])([CH3:38])([CH3:37])[CH3:36]. Product: [C:35]([O:34][C:32](=[O:33])[N:2]([C:3]12[CH2:4][CH2:5][CH:6]([CH2:8][CH2:9]1)[CH2:7][N:2]2[CH3:1])[CH2:7][C:6]1[CH:8]=[CH:9][CH:3]=[CH:4][CH:5]=1)([CH3:36])([CH3:37])[CH3:38]. (4) Reactant: C(NC(C)C)(C)C.C([Li])CCC.[CH2:13]([CH:20]1[CH2:24][O:23][C:22](=[O:25])[N:21]1[C:26](=[O:36])[CH2:27][CH2:28][CH2:29][CH:30]1[CH2:35][CH2:34][CH2:33][CH2:32][CH2:31]1)[C:14]1[CH:19]=[CH:18][CH:17]=[CH:16][CH:15]=1.Br[CH2:38][C:39]([N:41]1[CH2:46][CH2:45][O:44][CH2:43][CH2:42]1)=[O:40].Cl. Product: [CH2:13]([CH:20]1[CH2:24][O:23][C:22](=[O:25])[N:21]1[C:26](=[O:36])[CH:27]([CH2:28][CH2:29][CH:30]1[CH2:31][CH2:32][CH2:33][CH2:34][CH2:35]1)[CH2:38][C:39]([N:41]1[CH2:46][CH2:45][O:44][CH2:43][CH2:42]1)=[O:40])[C:14]1[CH:15]=[CH:16][CH:17]=[CH:18][CH:19]=1. The catalyst class is: 134. (5) Reactant: Cl[C:2]1[C:11]([CH3:12])=[C:10]([Cl:13])[C:9]2[C:4](=[CH:5][C:6]([F:15])=[CH:7][C:8]=2[F:14])[N:3]=1.[N:16]1([C:22]([O:24][C:25]([CH3:28])([CH3:27])[CH3:26])=[O:23])[CH2:21][CH2:20][NH:19][CH2:18][CH2:17]1.C(N(CC)CC)C. Product: [Cl:13][C:10]1[C:9]2[C:4](=[CH:5][C:6]([F:15])=[CH:7][C:8]=2[F:14])[N:3]=[C:2]([N:19]2[CH2:18][CH2:17][N:16]([C:22]([O:24][C:25]([CH3:28])([CH3:27])[CH3:26])=[O:23])[CH2:21][CH2:20]2)[C:11]=1[CH3:12]. The catalyst class is: 32. (6) Reactant: [OH-].[K+].[NH:3]1[C:11]2[C:6](=[CH:7][CH:8]=[CH:9][CH:10]=2)[CH:5]=[CH:4]1.[Br:12][CH2:13][CH2:14][CH2:15]Br.CN(C)C=O. Product: [Br:12][CH2:13][CH2:14][CH2:15][N:3]1[C:11]2[C:6](=[CH:7][CH:8]=[CH:9][CH:10]=2)[CH:5]=[CH:4]1. The catalyst class is: 6. (7) Reactant: [CH:1]([C:3]1[CH:18]=[CH:17][C:6]([O:7][C:8]2[N:9]=[CH:10][C:11]([C:14]([NH2:16])=[O:15])=[N:12][CH:13]=2)=[CH:5][CH:4]=1)=O.[O:19]1[CH2:24][CH2:23][CH:22]([CH2:25][CH2:26][NH2:27])[CH2:21][CH2:20]1.[BH4-].[Na+]. Product: [O:19]1[CH2:24][CH2:23][CH:22]([CH2:25][CH2:26][NH:27][CH2:1][C:3]2[CH:18]=[CH:17][C:6]([O:7][C:8]3[N:9]=[CH:10][C:11]([C:14]([NH2:16])=[O:15])=[N:12][CH:13]=3)=[CH:5][CH:4]=2)[CH2:21][CH2:20]1. The catalyst class is: 5. (8) Reactant: [CH3:1][O:2][C:3]1[CH:4]=[CH:5][C:6]2[CH:15]=[CH:14][C:13]3[O:12][CH2:11][CH:10](C(O)=O)[CH2:9][C:8]=3[C:7]=2[CH:19]=1.[CH2:20]([N:22](CC)CC)[CH3:21].ClC(OCC)=[O:29].[N-]=[N+]=[N-].[Na+]. Product: [CH3:1][O:2][C:3]1[CH:4]=[CH:5][C:6]2[CH:15]=[CH:14][C:13]3[O:12][CH2:11][CH:10]([NH:22][C:20](=[O:29])[CH3:21])[CH2:9][C:8]=3[C:7]=2[CH:19]=1. The catalyst class is: 95.